Dataset: Full USPTO retrosynthesis dataset with 1.9M reactions from patents (1976-2016). Task: Predict the reactants needed to synthesize the given product. Given the product [C:32]([N:21]1[CH2:22][CH2:23][CH:18]([N:17]([CH3:24])[C:15]([N:13]2[CH:14]=[C:10]([C:7]3[CH:8]=[CH:9][C:4]([O:3][CH3:2])=[CH:5][CH:6]=3)[N:11]=[CH:12]2)=[O:16])[CH2:19][CH2:20]1)#[N:31], predict the reactants needed to synthesize it. The reactants are: Cl.[CH3:2][O:3][C:4]1[CH:9]=[CH:8][C:7]([C:10]2[N:11]=[CH:12][N:13]([C:15]([N:17]([CH3:24])[CH:18]3[CH2:23][CH2:22][NH:21][CH2:20][CH2:19]3)=[O:16])[CH:14]=2)=[CH:6][CH:5]=1.CC(C)([O-])C.[K+].[N:31]#[C:32]Br.